Dataset: Catalyst prediction with 721,799 reactions and 888 catalyst types from USPTO. Task: Predict which catalyst facilitates the given reaction. (1) Reactant: [CH2:1]([O:8][C:9]1[C:10](=[O:21])[CH:11]=[C:12]([CH:15]([OH:20])[C:16]([F:19])([F:18])[F:17])O[CH:14]=1)[C:2]1[CH:7]=[CH:6][CH:5]=[CH:4][CH:3]=1.[CH3:22][NH2:23].CO. Product: [CH2:1]([O:8][C:9]1[C:10](=[O:21])[CH:11]=[C:12]([CH:15]([OH:20])[C:16]([F:19])([F:18])[F:17])[N:23]([CH3:22])[CH:14]=1)[C:2]1[CH:7]=[CH:6][CH:5]=[CH:4][CH:3]=1. The catalyst class is: 4. (2) Reactant: [CH3:1][C:2]1[N:6]([C@H:7]2[CH2:13][C@H:12]3[N:14]([CH2:15][CH2:16][C@H:17]([NH:24][C:25]([CH:27]4[CH2:32][CH2:31][C:30]([F:34])([F:33])[CH2:29][CH2:28]4)=[O:26])[C:18]4[CH:19]=[CH:20][CH:21]=[CH:22][CH:23]=4)[C@H:9]([CH2:10][CH2:11]3)[CH2:8]2)[C:5]([CH:35]([CH3:37])[CH3:36])=[N:4][N:3]=1.[P:38](=[O:42])([OH:41])([OH:40])[OH:39]. Product: [CH3:1][C:2]1[N:6]([C@H:7]2[CH2:13][C@H:12]3[N:14]([CH2:15][CH2:16][C@H:17]([NH:24][C:25]([CH:27]4[CH2:28][CH2:29][C:30]([F:34])([F:33])[CH2:31][CH2:32]4)=[O:26])[C:18]4[CH:23]=[CH:22][CH:21]=[CH:20][CH:19]=4)[C@H:9]([CH2:10][CH2:11]3)[CH2:8]2)[C:5]([CH:35]([CH3:37])[CH3:36])=[N:4][N:3]=1.[P:38]([O-:42])([O-:41])([O-:40])=[O:39]. The catalyst class is: 32. (3) Reactant: [Cl:1][C:2]1[CH:3]=[C:4]([C:12]2[O:16][N:15]=[C:14]([C:17]3[CH:22]=[CH:21][C:20]([NH:23][C@H:24]4[CH2:28][CH2:27][C@@H:26]([C:29]([OH:31])=[O:30])[CH2:25]4)=[CH:19][CH:18]=3)[N:13]=2)[CH:5]=[N:6][C:7]=1[O:8][CH:9]([CH3:11])[CH3:10]. Product: [CH2:7]([OH:8])[CH2:2][CH3:3].[Cl:1][C:2]1[CH:3]=[C:4]([C:12]2[O:16][N:15]=[C:14]([C:17]3[CH:18]=[CH:19][C:20]([NH:23][C@H:24]4[CH2:28][CH2:27][C@@H:26]([C:29]([OH:31])=[O:30])[CH2:25]4)=[CH:21][CH:22]=3)[N:13]=2)[CH:5]=[N:6][C:7]=1[O:8][CH:9]([CH3:10])[CH3:11]. The catalyst class is: 259.